Dataset: Catalyst prediction with 721,799 reactions and 888 catalyst types from USPTO. Task: Predict which catalyst facilitates the given reaction. Reactant: [ClH:1].[N:2]1[C:11]2[C:6](=[CH:7][CH:8]=[CH:9][CH:10]=2)[CH:5]=[C:4]([C:12]2[C:20]3[C:19]([NH2:21])=[N:18][CH:17]=[N:16][C:15]=3[N:14](COCC[Si](C)(C)C)[CH:13]=2)[CH:3]=1.C(OCC)(=O)C. Product: [ClH:1].[N:2]1[C:11]2[C:6](=[CH:7][CH:8]=[CH:9][CH:10]=2)[CH:5]=[C:4]([C:12]2[C:20]3[C:19]([NH2:21])=[N:18][CH:17]=[N:16][C:15]=3[NH:14][CH:13]=2)[CH:3]=1. The catalyst class is: 8.